Predict which catalyst facilitates the given reaction. From a dataset of Catalyst prediction with 721,799 reactions and 888 catalyst types from USPTO. (1) Reactant: [Cl:1][C:2]1[C:21]([N+:22]([O-])=O)=[CH:20][CH:19]=[CH:18][C:3]=1[C:4]([NH:6][CH2:7][C:8]12[CH2:17][CH:12]3[CH2:13][CH:14]([CH2:16][CH:10]([CH2:11]3)[CH2:9]1)[CH2:15]2)=[O:5].[Cl-].[NH4+]. Product: [NH2:22][C:21]1[C:2]([Cl:1])=[C:3]([CH:18]=[CH:19][CH:20]=1)[C:4]([NH:6][CH2:7][C:8]12[CH2:17][CH:12]3[CH2:13][CH:14]([CH2:16][CH:10]([CH2:11]3)[CH2:9]1)[CH2:15]2)=[O:5]. The catalyst class is: 186. (2) Reactant: [CH3:1][C:2]1[N:3]=[C:4]([NH:7][C:8]([C:10]2[C:15]([NH2:16])=[CH:14][CH:13]=[C:12]([C:17]([CH3:25])([CH3:24])[O:18][SiH2:19][C:20]([CH3:23])([CH3:22])[CH3:21])[N:11]=2)=[O:9])[S:5][CH:6]=1.Br[C:27]1[CH:28]=[N:29][CH:30]=[N:31][CH:32]=1. Product: [CH3:1][C:2]1[N:3]=[C:4]([NH:7][C:8]([C:10]2[C:15]([NH:16][C:27]3[CH:28]=[N:29][CH:30]=[N:31][CH:32]=3)=[CH:14][CH:13]=[C:12]([C:17]([CH3:25])([CH3:24])[O:18][SiH2:19][C:20]([CH3:23])([CH3:22])[CH3:21])[N:11]=2)=[O:9])[S:5][CH:6]=1. The catalyst class is: 45. (3) Reactant: Cl.C(OC([N:9]1[CH2:37][CH2:36][C:12]2([C:16](=[O:17])[N:15]([C:18]3[C:19]([CH3:35])=[N:20][C:21]([N:24]4[CH2:28][CH2:27][C@H:26]([N:29]5[CH2:33][CH2:32][CH2:31][C@@H:30]5[CH3:34])[CH2:25]4)=[CH:22][CH:23]=3)[CH2:14][CH2:13]2)[CH2:11][CH2:10]1)=O)(C)(C)C. Product: [CH3:35][C:19]1[C:18]([N:15]2[CH2:14][CH2:13][C:12]3([CH2:36][CH2:37][NH:9][CH2:10][CH2:11]3)[C:16]2=[O:17])=[CH:23][CH:22]=[C:21]([N:24]2[CH2:28][CH2:27][C@H:26]([N:29]3[CH2:33][CH2:32][CH2:31][C@@H:30]3[CH3:34])[CH2:25]2)[N:20]=1. The catalyst class is: 12. (4) Reactant: [N:1]([CH2:4][C:5]1[N:14]=[C:13]([N:15]2[CH2:19][CH2:18][CH2:17][CH2:16]2)[C:12]2[C:7](=[CH:8][CH:9]=[CH:10][CH:11]=2)[N:6]=1)=[N+]=[N-].[H][H]. Product: [N:15]1([C:13]2[C:12]3[C:7](=[CH:8][CH:9]=[CH:10][CH:11]=3)[N:6]=[C:5]([CH2:4][NH2:1])[N:14]=2)[CH2:16][CH2:17][CH2:18][CH2:19]1. The catalyst class is: 43. (5) Reactant: Br[C:2]1[CH:7]=[CH:6][N:5]=[C:4]2[NH:8][C:9]([C:11]3[CH2:12][CH2:13][N:14]([S:17]([CH3:20])(=[O:19])=[O:18])[CH2:15][CH:16]=3)=[CH:10][C:3]=12.[CH3:21][O:22][C:23]([C:25]1[CH:30]=[CH:29][C:28](B(O)O)=[CH:27][CH:26]=1)=[O:24].C(=O)(O)[O-].[Na+].O. Product: [CH3:20][S:17]([N:14]1[CH2:15][CH:16]=[C:11]([C:9]2[NH:8][C:4]3=[N:5][CH:6]=[CH:7][C:2]([C:28]4[CH:29]=[CH:30][C:25]([C:23]([O:22][CH3:21])=[O:24])=[CH:26][CH:27]=4)=[C:3]3[CH:10]=2)[CH2:12][CH2:13]1)(=[O:19])=[O:18]. The catalyst class is: 391. (6) Product: [CH:15]1([C:15]2[CH:16]=[CH:17][C:18]([CH:19]=[O:21])=[CH:24][CH:25]=2)[CH2:25][CH2:24][CH2:18][CH2:17][CH2:16]1. The catalyst class is: 7. Reactant: NC1C=CC(C2N=C(N([C:15]3[CH:25]=[CH:24][C:18]([C:19]([O:21]CC)=O)=[CH:17][CH:16]=3)C)SC=2)=CC=1.